Dataset: Forward reaction prediction with 1.9M reactions from USPTO patents (1976-2016). Task: Predict the product of the given reaction. (1) Given the reactants [C]=O.[CH3:3][N:4]1[C:10](=[O:11])[C:9]2[CH:12]=[CH:13][CH:14]=[CH:15][C:8]=2[CH:7]([CH2:16][C:17]([O:19][CH3:20])=[O:18])[C:6]2[CH:21]=[CH:22][C:23](OS(C(F)(F)F)(=O)=O)=[CH:24][C:5]1=2.[C:33]([O-:36])(=[O:35])C.[K+], predict the reaction product. The product is: [CH3:20][O:19][C:17](=[O:18])[CH2:16][CH:7]1[C:8]2[CH:15]=[CH:14][CH:13]=[CH:12][C:9]=2[C:10](=[O:11])[N:4]([CH3:3])[C:5]2[CH:24]=[C:23]([C:33]([OH:36])=[O:35])[CH:22]=[CH:21][C:6]1=2. (2) Given the reactants [NH2:1][CH2:2][CH2:3][O:4][CH2:5][CH2:6][O:7][CH2:8][CH2:9][O:10][CH2:11][CH2:12][C:13]([O:15]C(C)(C)C)=[O:14].[F:20][C:21]([F:26])([F:25])[C:22]([OH:24])=[O:23], predict the reaction product. The product is: [F:20][C:21]([F:26])([F:25])[C:22]([OH:24])=[O:23].[NH2:1][CH2:2][CH2:3][O:4][CH2:5][CH2:6][O:7][CH2:8][CH2:9][O:10][CH2:11][CH2:12][C:13]([OH:15])=[O:14]. (3) Given the reactants C(O[C:4]([C:6]1[N:7]=[C:8]([C:15]2[CH:20]=[CH:19][C:18]([F:21])=[CH:17][C:16]=2[S:22]([CH3:25])(=[O:24])=[O:23])[N:9]([CH3:14])[C:10](=[O:13])[C:11]=1[OH:12])=[O:5])C.[Cl:26][C:27]1[CH:28]=[C:29]([CH:32]=[CH:33][C:34]=1[Cl:35])[CH2:30][NH2:31], predict the reaction product. The product is: [Cl:26][C:27]1[CH:28]=[C:29]([CH:32]=[CH:33][C:34]=1[Cl:35])[CH2:30][NH:31][C:4]([C:6]1[N:7]=[C:8]([C:15]2[CH:20]=[CH:19][C:18]([F:21])=[CH:17][C:16]=2[S:22]([CH3:25])(=[O:24])=[O:23])[N:9]([CH3:14])[C:10](=[O:13])[C:11]=1[OH:12])=[O:5]. (4) Given the reactants [NH2:1][C:2]1[N:6]([CH3:7])[N:5]=[CH:4][C:3]=1[NH:8][C:9](=[O:16])[CH2:10][C:11]([O:13][CH2:14][CH3:15])=[O:12].[C:17](Cl)([C:30]1[CH:35]=[CH:34][CH:33]=[CH:32][CH:31]=1)([C:24]1[CH:29]=[CH:28][CH:27]=[CH:26][CH:25]=1)[C:18]1[CH:23]=[CH:22][CH:21]=[CH:20][CH:19]=1.C(N(CC)CC)C, predict the reaction product. The product is: [CH3:7][N:6]1[C:2]([NH:1][C:17]([C:18]2[CH:23]=[CH:22][CH:21]=[CH:20][CH:19]=2)([C:30]2[CH:31]=[CH:32][CH:33]=[CH:34][CH:35]=2)[C:24]2[CH:25]=[CH:26][CH:27]=[CH:28][CH:29]=2)=[C:3]([NH:8][C:9](=[O:16])[CH2:10][C:11]([O:13][CH2:14][CH3:15])=[O:12])[CH:4]=[N:5]1. (5) Given the reactants C(OC([N:8]1[CH2:13][CH2:12][CH:11]([O:14][C:15]2[CH:20]=[CH:19][C:18]([C:21]3[N:26]=[C:25]([NH:27][C:28]4[CH:33]=[CH:32][C:31]([N:34]5[CH2:39][CH2:38][N:37]([CH:40]6[CH2:43][O:42][CH2:41]6)[CH2:36][CH2:35]5)=[C:30]([O:44][CH3:45])[CH:29]=4)[N:24]=[CH:23][N:22]=3)=[CH:17][C:16]=2[C:46]#[N:47])[CH2:10][CH2:9]1)=O)(C)(C)C.[CH3:45][O:44][C:30]1[CH:29]=[C:28]([NH:27][C:25]2[N:24]=[CH:23][N:22]=[C:21]([C:18]3[CH:19]=[CH:20][C:15]([O:14][CH:11]4[CH2:12][CH2:13][NH:8][CH2:9][CH2:10]4)=[C:16]([CH:17]=3)[C:46]#[N:47])[N:26]=2)[CH:33]=[CH:32][C:31]=1[N:34]1[CH2:35][CH2:36][N:37]([CH:40]2[CH2:43][O:42][CH2:41]2)[CH2:38][CH2:39]1.FC(F)(F)C(O)=O, predict the reaction product. The product is: [CH3:45][O:44][C:30]1[CH:29]=[C:28]([NH:27][C:25]2[N:24]=[CH:23][N:22]=[C:21]([C:18]3[CH:19]=[CH:20][C:15]([O:14][CH:11]4[CH2:12][CH2:13][NH:8][CH2:9][CH2:10]4)=[C:16]([CH:17]=3)[C:46]#[N:47])[N:26]=2)[CH:33]=[CH:32][C:31]=1[N:34]1[CH2:35][CH2:36][N:37]([CH:40]2[CH2:43][O:42][CH2:41]2)[CH2:38][CH2:39]1. (6) Given the reactants [Cl:1][C:2]1[C:7](/[CH:8]=[CH:9]/[O:10]CC)=[CH:6][CH:5]=[C:4]([Cl:13])[N:3]=1.[Na+].[I-].C[Si](Cl)(C)C.C([O-])(O)=O.[Na+], predict the reaction product. The product is: [Cl:1][C:2]1[C:7]([CH2:8][CH:9]=[O:10])=[CH:6][CH:5]=[C:4]([Cl:13])[N:3]=1. (7) Given the reactants [Cl:1][C:2]1[CH:3]=[C:4]([C:12]2[CH:33]=[CH:32][C:15]3[NH:16][C:17]([NH:19][C:20]([C:22]4[N:23]=[C:24]5[CH:29]=[CH:28][C:27](Cl)=[N:26][N:25]5[CH:31]=4)=[O:21])=[N:18][C:14]=3[CH:13]=2)[CH:5]=[CH:6][C:7]=1[C:8]([F:11])([F:10])[F:9].O1CCCCC1[O:40][C@H:41]([CH3:44])[CH2:42][OH:43].[H-].[Na+].O, predict the reaction product. The product is: [Cl:1][C:2]1[CH:3]=[C:4]([C:12]2[CH:33]=[CH:32][C:15]3[NH:16][C:17]([NH:19][C:20]([C:22]4[N:23]=[C:24]5[CH:29]=[CH:28][C:27]([O:43][CH2:42][C@H:41]([OH:40])[CH3:44])=[N:26][N:25]5[CH:31]=4)=[O:21])=[N:18][C:14]=3[CH:13]=2)[CH:5]=[CH:6][C:7]=1[C:8]([F:9])([F:11])[F:10].